From a dataset of Full USPTO retrosynthesis dataset with 1.9M reactions from patents (1976-2016). Predict the reactants needed to synthesize the given product. (1) Given the product [CH:2]1([CH2:3][NH:12][S:13]([C:16]2[CH:17]=[CH:18][C:19]([C:20]([O:22][CH3:23])=[O:21])=[CH:24][CH:25]=2)(=[O:14])=[O:15])[CH2:7][CH2:6][CH2:8][CH2:27][CH2:26]1, predict the reactants needed to synthesize it. The reactants are: Cl[C:2]1[C:3]([NH:12][S:13]([C:16]2[CH:25]=[CH:24][C:19]([C:20]([O:22][CH3:23])=[O:21])=[CH:18][CH:17]=2)(=[O:15])=[O:14])=NC=[C:6]([C:8](F)(F)F)[CH:7]=1.[CH:26]1(CN)CCCC[CH2:27]1. (2) The reactants are: [OH:1][C:2]1[CH:11]=[C:10]2[C:5]([C:6](=[O:18])[CH:7]=[C:8]([C:12]3[CH:17]=[CH:16][CH:15]=[CH:14][CH:13]=3)[O:9]2)=[CH:4][CH:3]=1.C([O-])([O-])=O.[K+].[K+].[CH2:25](Br)[C:26]#[CH:27]. Given the product [C:25]([O:1][C:2]1[CH:11]=[C:10]2[C:5]([C:6](=[O:18])[CH:7]=[C:8]([C:12]3[CH:17]=[CH:16][CH:15]=[CH:14][CH:13]=3)[O:9]2)=[CH:4][CH:3]=1)#[C:26][CH3:27], predict the reactants needed to synthesize it. (3) Given the product [NH2:22][C:13]1[S:14][C:15]([C:16]2[CH:21]=[CH:20][CH:19]=[CH:18][CH:17]=2)=[C:11]([C:9]2[CH:8]=[CH:7][N:6]=[C:5]([NH:27][C:26]3[CH:28]=[C:29]([CH3:31])[CH:30]=[C:24]([CH3:23])[CH:25]=3)[N:10]=2)[N:12]=1, predict the reactants needed to synthesize it. The reactants are: CS([C:5]1[N:10]=[C:9]([C:11]2[N:12]=[C:13]([NH2:22])[S:14][C:15]=2[C:16]2[CH:21]=[CH:20][CH:19]=[CH:18][CH:17]=2)[CH:8]=[CH:7][N:6]=1)(=O)=O.[CH3:23][C:24]1[CH:25]=[C:26]([CH:28]=[C:29]([CH3:31])[CH:30]=1)[NH2:27]. (4) The reactants are: C([O:3][C:4]([C:6]1[NH:7][C:8]2[C:13]([C:14]=1[CH3:15])=[CH:12][CH:11]=[CH:10][C:9]=2[CH3:16])=[O:5])C.ClC1C=C2C(=C(CC#N)C=1)NC(C(O)=O)=C2. Given the product [CH3:15][C:14]1[C:13]2[C:8](=[C:9]([CH3:16])[CH:10]=[CH:11][CH:12]=2)[NH:7][C:6]=1[C:4]([OH:5])=[O:3], predict the reactants needed to synthesize it. (5) Given the product [NH2:51][C:48]1[CH:49]=[CH:50][C:45]([O:44][C:38]2[CH:39]=[C:40]3[C:35](=[CH:36][CH:37]=2)[O:34][CH:33]([C:28]2[CH:29]=[CH:30][CH:31]=[CH:32][C:27]=2[O:26][CH3:25])[CH2:42][CH:41]3[OH:43])=[N:46][CH:47]=1, predict the reactants needed to synthesize it. The reactants are: NC1C=CC(OC2C=C3C(=CC=2)OC(C2C=CC=CC=2)CC3)=NC=1.[CH3:25][O:26][C:27]1[CH:32]=[CH:31][CH:30]=[CH:29][C:28]=1[CH:33]1[CH2:42][CH:41]([OH:43])[C:40]2[C:35](=[CH:36][CH:37]=[C:38]([O:44][C:45]3[CH:50]=[CH:49][C:48]([N+:51]([O-])=O)=[CH:47][N:46]=3)[CH:39]=2)[O:34]1. (6) Given the product [Cl:17][C:10]1[S:11][C:7]([C:3]2[CH:2]=[N:1][CH:6]=[CH:5][CH:4]=2)=[N:8][N:9]=1, predict the reactants needed to synthesize it. The reactants are: [N:1]1[CH:6]=[CH:5][CH:4]=[C:3]([C:7]2[S:11][C:10](N)=[N:9][N:8]=2)[CH:2]=1.C(O)(=O)C.[ClH:17].N([O-])=O.[Na+]. (7) Given the product [Cl:28][C:23]1[CH:22]=[C:21]([CH:26]=[CH:25][C:24]=1[F:27])[CH2:20][N:4]1[C:5](=[O:19])[C:6]2[C:10]([OH:11])=[C:9]3[C:13](=[O:18])[N:14]([CH3:17])[CH2:15][CH2:16][N:8]3[C:7]=2[C:2]([N:1]2[C:33]([CH3:34])=[CH:32][CH:31]=[C:30]2[CH3:29])=[N:3]1, predict the reactants needed to synthesize it. The reactants are: [NH2:1][C:2]1[C:7]2[N:8]3[CH2:16][CH2:15][N:14]([CH3:17])[C:13](=[O:18])[C:9]3=[C:10]([O:11]C)[C:6]=2[C:5](=[O:19])[N:4]([CH2:20][C:21]2[CH:26]=[CH:25][C:24]([F:27])=[C:23]([Cl:28])[CH:22]=2)[N:3]=1.[CH3:29][C:30](=O)[CH2:31][CH2:32][C:33](=O)[CH3:34].C1(C)C(S(O)(=O)=O)=CC=CC=1. (8) Given the product [C:29]([OH:32])(=[O:31])[CH3:30].[C:1]([O:5][C:6]([NH:7][CH2:8][C:9]1[CH:10]=[C:11]([CH:15]2[CH2:20][CH2:19][NH:18][CH2:17][CH2:16]2)[CH:12]=[CH:13][CH:14]=1)=[O:28])([CH3:4])([CH3:2])[CH3:3], predict the reactants needed to synthesize it. The reactants are: [C:1]([O:5][C:6](=[O:28])[NH:7][CH2:8][C:9]1[CH:14]=[CH:13][CH:12]=[C:11]([C:15]2[CH2:16][CH2:17][N:18](CC3C=CC=CC=3)[CH2:19][CH:20]=2)[CH:10]=1)([CH3:4])([CH3:3])[CH3:2].[C:29]([OH:32])(=[O:31])[CH3:30].[H][H].